From a dataset of NCI-60 drug combinations with 297,098 pairs across 59 cell lines. Regression. Given two drug SMILES strings and cell line genomic features, predict the synergy score measuring deviation from expected non-interaction effect. (1) Synergy scores: CSS=0.242, Synergy_ZIP=-1.00, Synergy_Bliss=-2.53, Synergy_Loewe=-2.00, Synergy_HSA=-2.01. Drug 2: CC12CCC3C(C1CCC2OP(=O)(O)O)CCC4=C3C=CC(=C4)OC(=O)N(CCCl)CCCl.[Na+]. Drug 1: CC(C)(C#N)C1=CC(=CC(=C1)CN2C=NC=N2)C(C)(C)C#N. Cell line: SNB-75. (2) Drug 1: C1CC(=O)NC(=O)C1N2CC3=C(C2=O)C=CC=C3N. Drug 2: CC=C1C(=O)NC(C(=O)OC2CC(=O)NC(C(=O)NC(CSSCCC=C2)C(=O)N1)C(C)C)C(C)C. Cell line: COLO 205. Synergy scores: CSS=42.4, Synergy_ZIP=0.460, Synergy_Bliss=1.85, Synergy_Loewe=-28.1, Synergy_HSA=1.60. (3) Drug 1: COC1=C(C=C2C(=C1)N=CN=C2NC3=CC(=C(C=C3)F)Cl)OCCCN4CCOCC4. Drug 2: CC1C(C(CC(O1)OC2CC(CC3=C2C(=C4C(=C3O)C(=O)C5=CC=CC=C5C4=O)O)(C(=O)C)O)N)O. Cell line: MOLT-4. Synergy scores: CSS=37.2, Synergy_ZIP=0.634, Synergy_Bliss=-1.93, Synergy_Loewe=-26.2, Synergy_HSA=-2.74. (4) Drug 1: C1=CC=C(C(=C1)C(C2=CC=C(C=C2)Cl)C(Cl)Cl)Cl. Drug 2: C1C(C(OC1N2C=NC(=NC2=O)N)CO)O. Cell line: HOP-92. Synergy scores: CSS=3.52, Synergy_ZIP=-1.99, Synergy_Bliss=-1.57, Synergy_Loewe=-5.20, Synergy_HSA=-1.93. (5) Drug 1: CS(=O)(=O)C1=CC(=C(C=C1)C(=O)NC2=CC(=C(C=C2)Cl)C3=CC=CC=N3)Cl. Drug 2: CCN(CC)CCCC(C)NC1=C2C=C(C=CC2=NC3=C1C=CC(=C3)Cl)OC. Cell line: OVCAR-8. Synergy scores: CSS=43.0, Synergy_ZIP=6.78, Synergy_Bliss=8.62, Synergy_Loewe=-27.6, Synergy_HSA=7.75.